Dataset: Catalyst prediction with 721,799 reactions and 888 catalyst types from USPTO. Task: Predict which catalyst facilitates the given reaction. (1) Reactant: [N:1]12[CH2:8][CH2:7][CH:4]([CH2:5][CH2:6]1)[CH:3]([NH:9][C:10]1[CH:15]=[CH:14][C:13]([NH:16][C:17]3[CH:22]=[CH:21][CH:20]=[CH:19][CH:18]=3)=[CH:12][CH:11]=1)[CH2:2]2.[ClH:23]. Product: [ClH:23].[N:1]12[CH2:6][CH2:5][CH:4]([CH2:7][CH2:8]1)[CH:3]([NH:9][C:10]1[CH:15]=[CH:14][C:13]([NH:16][C:17]3[CH:22]=[CH:21][CH:20]=[CH:19][CH:18]=3)=[CH:12][CH:11]=1)[CH2:2]2. The catalyst class is: 684. (2) Reactant: C(NC(C)C)(C)C.C([Li])CCC.[N:13]1[CH:18]=[CH:17][C:16]([CH3:19])=[CH:15][CH:14]=1.[CH:20]1([C:25]2[NH:26][C:27]3[C:33]([C:34](OC)=[O:35])=[CH:32][CH:31]=[C:30]([O:38][CH3:39])[C:28]=3[N:29]=2)[CH2:24][CH2:23][CH2:22][CH2:21]1. Product: [CH:20]1([C:25]2[NH:26][C:27]3[C:33]([C:34](=[O:35])[CH2:19][C:16]4[CH:17]=[CH:18][N:13]=[CH:14][CH:15]=4)=[CH:32][CH:31]=[C:30]([O:38][CH3:39])[C:28]=3[N:29]=2)[CH2:21][CH2:22][CH2:23][CH2:24]1. The catalyst class is: 7. (3) Reactant: [CH3:1][O:2][C:3](=[O:26])[C:4]1[CH:9]=[CH:8][C:7]([NH:10][CH:11]([CH2:14][CH3:15])[CH2:12][CH3:13])=[C:6]([NH:16][C:17](=O)[CH2:18][C:19]2[S:20][C:21]([Cl:24])=[CH:22][CH:23]=2)[CH:5]=1.Cl. Product: [CH3:1][O:2][C:3]([C:4]1[CH:9]=[CH:8][C:7]2[N:10]([CH:11]([CH2:14][CH3:15])[CH2:12][CH3:13])[C:17]([CH2:18][C:19]3[S:20][C:21]([Cl:24])=[CH:22][CH:23]=3)=[N:16][C:6]=2[CH:5]=1)=[O:26]. The catalyst class is: 12. (4) Product: [C:31]([C:30]1[CH:17]([C:18]2[CH:23]=[CH:22][C:21]([N+:24]([O-:26])=[O:25])=[CH:20][CH:19]=2)[C:7]([C:6]([O:5][CH2:4][CH2:3][C:1]#[N:2])=[O:27])=[C:8]([CH2:9][CH2:10][CH2:11][CH2:12][N:13]=[N+:14]=[N-:15])[NH:28][C:29]=1[CH3:34])(=[O:33])[CH3:32]. The catalyst class is: 14. Reactant: [C:1]([CH2:3][CH2:4][O:5][C:6](=[O:27])[C:7](=[CH:17][C:18]1[CH:23]=[CH:22][C:21]([N+:24]([O-:26])=[O:25])=[CH:20][CH:19]=1)[C:8](=O)[CH2:9][CH2:10][CH2:11][CH2:12][N:13]=[N+:14]=[N-:15])#[N:2].[NH2:28][C:29]([CH3:34])=[CH:30][C:31](=[O:33])[CH3:32]. (5) Reactant: Cl[C:2]1[C:11]2[C:6](=[CH:7][C:8]([F:13])=[CH:9][C:10]=2[F:12])[N:5]=[C:4]([N:14]2[CH2:19][CH2:18][N:17]([C:20]([O:22][C:23]([CH3:26])([CH3:25])[CH3:24])=[O:21])[CH2:16][CH2:15]2)[C:3]=1[CH3:27].[O:28]1[CH2:33][CH2:32][N:31]([C:34]2[CH:35]=[C:36]([NH2:40])[CH:37]=[N:38][CH:39]=2)[CH2:30][CH2:29]1. Product: [F:12][C:10]1[CH:9]=[C:8]([F:13])[CH:7]=[C:6]2[C:11]=1[C:2]([NH:40][C:36]1[CH:37]=[N:38][CH:39]=[C:34]([N:31]3[CH2:32][CH2:33][O:28][CH2:29][CH2:30]3)[CH:35]=1)=[C:3]([CH3:27])[C:4]([N:14]1[CH2:19][CH2:18][N:17]([C:20]([O:22][C:23]([CH3:25])([CH3:24])[CH3:26])=[O:21])[CH2:16][CH2:15]1)=[N:5]2. The catalyst class is: 11.